This data is from Full USPTO retrosynthesis dataset with 1.9M reactions from patents (1976-2016). The task is: Predict the reactants needed to synthesize the given product. (1) Given the product [ClH:2].[Cl:2][C:3]1[CH:14]=[C:13]2[C:6](=[CH:5][CH:4]=1)[NH:7][C:8]1[CH:15]([CH2:16][CH:17]([CH3:19])[CH3:18])[NH:12][CH2:11][CH2:10][C:9]2=1, predict the reactants needed to synthesize it. The reactants are: Cl.[Cl:2][C:3]1[CH:14]=[C:13]2[C:6]([NH:7][CH:8]=[C:9]2[CH2:10][CH2:11][NH2:12])=[CH:5][CH:4]=1.[CH:15](=O)[CH2:16][CH:17]([CH3:19])[CH3:18]. (2) Given the product [N+:15]([C:6]1[CH:5]=[C:4]([CH:9]=[C:8]([C:10]2[O:11][CH:12]=[CH:13][N:14]=2)[CH:7]=1)[C:3]([OH:18])=[O:2])([O-:17])=[O:16], predict the reactants needed to synthesize it. The reactants are: C[O:2][C:3](=[O:18])[C:4]1[CH:9]=[C:8]([C:10]2[O:11][CH:12]=[CH:13][N:14]=2)[CH:7]=[C:6]([N+:15]([O-:17])=[O:16])[CH:5]=1.C1COCC1.O.[Li+].[OH-]. (3) Given the product [F:39][C:34]1[C:35]2[C:36]3[N:37]=[CH:38][C:26]([C:6]4[N:2]([CH3:1])[N:3]=[N:4][C:5]=4[CH3:24])=[CH:27][C:28]=3[N:29]([C@@H:44]([CH:51]3[CH2:56][CH2:55][O:54][CH2:53][CH2:52]3)[C:45]3[CH:50]=[CH:49][CH:48]=[CH:47][CH:46]=3)[C:30]=2[CH:31]=[C:32]([S:40]([CH3:43])(=[O:41])=[O:42])[CH:33]=1, predict the reactants needed to synthesize it. The reactants are: [CH3:1][N:2]1[C:6](C2C=NC3C4C=CC(C(OC)=O)=CC=4NC=3C=2)=[C:5]([CH3:24])[N:4]=[N:3]1.Br[C:26]1[CH:38]=[N:37][C:36]2[C:35]3[C:34]([F:39])=[CH:33][C:32]([S:40]([CH3:43])(=[O:42])=[O:41])=[CH:31][C:30]=3[N:29]([C@@H:44]([CH:51]3[CH2:56][CH2:55][O:54][CH2:53][CH2:52]3)[C:45]3[CH:50]=[CH:49][CH:48]=[CH:47][CH:46]=3)[C:28]=2[CH:27]=1. (4) Given the product [CH2:38]([O:37][C:35](=[O:36])[CH2:34][CH:30]1[C:31]2[C:26](=[CH:25][C:24](/[CH:10]=[CH:9]/[C:6]3[CH:7]=[CH:8][C:3]([C:2]([F:15])([F:14])[F:1])=[CH:4][CH:5]=3)=[CH:33][CH:32]=2)[CH2:27][CH2:28][CH2:29]1)[CH3:39], predict the reactants needed to synthesize it. The reactants are: [F:1][C:2]([F:15])([F:14])[C:3]1[CH:8]=[CH:7][C:6](/[CH:9]=[CH:10]/B(O)O)=[CH:5][CH:4]=1.[F-].[Cs+].FC(F)(F)S(O[C:24]1[CH:25]=[C:26]2[C:31](=[CH:32][CH:33]=1)[CH:30]([CH2:34][C:35]([O:37][CH2:38][CH3:39])=[O:36])[CH2:29][CH2:28][CH2:27]2)(=O)=O. (5) The reactants are: [CH:1]1([N:7]2[C:12](=[O:13])[C:11]([C:14]([NH:16][CH2:17][C:18]([O:20]CC)=[O:19])=[O:15])=[C:10]([OH:23])[C:9]([C:24]([O:26]C)=O)=[C:8]2[OH:28])[CH2:6][CH2:5][CH2:4][CH2:3][CH2:2]1.[CH2:29]([NH2:31])[CH3:30].[OH-].[Na+].Cl. Given the product [CH:1]1([N:7]2[C:8]([OH:28])=[C:9]([C:24]([NH:31][CH2:29][CH3:30])=[O:26])[C:10]([OH:23])=[C:11]([C:14]([NH:16][CH2:17][C:18]([OH:20])=[O:19])=[O:15])[C:12]2=[O:13])[CH2:2][CH2:3][CH2:4][CH2:5][CH2:6]1, predict the reactants needed to synthesize it. (6) Given the product [C:16]1([C:22]2[N:26]=[C:25]([N:27]3[CH2:32][CH2:31][N:30]([C:8]([NH:7][C:4]4[CH:3]=[CH:2][N:1]=[CH:6][CH:5]=4)=[O:15])[CH2:29][CH2:28]3)[S:24][N:23]=2)[CH:17]=[CH:18][CH:19]=[CH:20][CH:21]=1, predict the reactants needed to synthesize it. The reactants are: [N:1]1[CH:6]=[CH:5][C:4]([NH:7][C:8](=[O:15])OCC(Cl)(Cl)Cl)=[CH:3][CH:2]=1.[C:16]1([C:22]2[N:26]=[C:25]([N:27]3[CH2:32][CH2:31][NH:30][CH2:29][CH2:28]3)[S:24][N:23]=2)[CH:21]=[CH:20][CH:19]=[CH:18][CH:17]=1.C(N(C(C)C)CC)(C)C.O. (7) Given the product [Cl:1][C:2]1[C:7]([Cl:8])=[CH:6][C:5]([C:9](=[O:11])[CH3:10])=[C:4]([OH:12])[C:3]=1[I:13], predict the reactants needed to synthesize it. The reactants are: [Cl:1][C:2]1[C:7]([Cl:8])=[CH:6][C:5]([C:9](=[O:11])[CH3:10])=[C:4]([OH:12])[CH:3]=1.[I:13]N1C(=O)CCC1=O.BrN1C(=O)CCC1=O.